From a dataset of Catalyst prediction with 721,799 reactions and 888 catalyst types from USPTO. Predict which catalyst facilitates the given reaction. (1) Product: [C:17]([O:25][CH2:26][CH2:27][O:28][C:29]1[CH:34]=[CH:33][CH:32]=[C:31]([CH2:35][N:1]2[CH2:5][CH2:4][CH:3]([NH:6][C:7]3[CH:16]=[CH:15][CH:14]=[C:13]4[C:8]=3[CH:9]=[CH:10][N:11]=[CH:12]4)[CH2:2]2)[CH:30]=1)(=[O:24])[C:18]1[CH:19]=[CH:20][CH:21]=[CH:22][CH:23]=1. The catalyst class is: 1. Reactant: [NH:1]1[CH2:5][CH2:4][CH:3]([NH:6][C:7]2[C:8]3[CH:9]=[CH:10][N:11]=[CH:12][C:13]=3[CH:14]=[CH:15][CH:16]=2)[CH2:2]1.[C:17]([O:25][CH2:26][CH2:27][O:28][C:29]1[CH:34]=[CH:33][CH:32]=[C:31]([CH:35]=O)[CH:30]=1)(=[O:24])[C:18]1[CH:23]=[CH:22][CH:21]=[CH:20][CH:19]=1.C(O[BH-](OC(=O)C)OC(=O)C)(=O)C.[Na+]. (2) Reactant: [O-][CH2:2][CH3:3].[Na+].[Br:5][C:6]1[CH:15]=[CH:14][C:13]2[C:8](=[CH:9][CH:10]=[C:11]([Br:17])[C:12]=2[OH:16])[C:7]=1[OH:18].[CH2:19](Br)[CH2:20][CH2:21][CH2:22][CH2:23][CH3:24]. Product: [Br:5][C:6]1[CH:15]=[CH:14][C:13]2[C:8](=[CH:9][CH:10]=[C:11]([Br:17])[C:12]=2[O:16][CH2:19][CH2:20][CH2:21][CH2:22][CH2:23][CH3:24])[C:7]=1[O:18][CH2:15][CH2:6][CH2:7][CH2:8][CH2:2][CH3:3]. The catalyst class is: 8. (3) Reactant: [C:1]([C:3]1[CH:8]=[CH:7][CH:6]=[CH:5][C:4]=1[C:9]1[CH:14]=[C:13]([O:15]C)[C:12]([C:17]2[CH:22]=[CH:21][CH:20]=[CH:19][C:18]=2[C:23]#[CH:24])=[CH:11][C:10]=1[O:25]C)#[CH:2].C1COCC1. Product: [C:23]([C:18]1[CH:19]=[CH:20][CH:21]=[CH:22][C:17]=1[C:12]1[C:13](=[O:15])[CH:14]=[C:9]([C:4]2[CH:5]=[CH:6][CH:7]=[CH:8][C:3]=2[C:1]#[CH:2])[C:10](=[O:25])[CH:11]=1)#[CH:24]. The catalyst class is: 6. (4) Reactant: [CH2:1]([N:4]([CH2:8][CH2:9][CH3:10])[CH2:5][CH2:6][NH2:7])[CH2:2][CH3:3].Cl[C:12]1[N:13]=[N+:14]([O-:25])[C:15]2[CH:24]=[C:23]3[C:19]([CH2:20][CH2:21][CH2:22]3)=[CH:18][C:16]=2[N:17]=1. Product: [O-:25][N+:14]1[C:15]2[CH:24]=[C:23]3[C:19](=[CH:18][C:16]=2[N:17]=[C:12]([NH:7][CH2:6][CH2:5][N:4]([CH2:8][CH2:9][CH3:10])[CH2:1][CH2:2][CH3:3])[N:13]=1)[CH2:20][CH2:21][CH2:22]3. The catalyst class is: 57. (5) Reactant: [Cl:1][C:2]1[C:3]([C:22]2[C:27]([CH3:28])=[CH:26][C:25]([CH3:29])=[CH:24][N:23]=2)=[CH:4][C:5]([N:8]2[CH2:13][CH2:12][CH:11]([NH:14][C:15](=[O:21])[O:16][C:17]([CH3:20])([CH3:19])[CH3:18])[CH2:10][CH2:9]2)=[N:6][CH:7]=1.[B-](F)(F)(F)[F:31].[B-](F)(F)(F)F.C1[N+]2(CCl)CC[N+](F)(CC2)C1. Product: [Cl:1][C:2]1[C:3]([C:22]2[C:27]([CH3:28])=[CH:26][C:25]([CH3:29])=[CH:24][N:23]=2)=[C:4]([F:31])[C:5]([N:8]2[CH2:9][CH2:10][CH:11]([NH:14][C:15](=[O:21])[O:16][C:17]([CH3:18])([CH3:19])[CH3:20])[CH2:12][CH2:13]2)=[N:6][CH:7]=1. The catalyst class is: 10. (6) Reactant: [CH2:1]([N:5]([CH2:10][C:11](=[O:13])[CH3:12])[CH2:6][CH:7]([CH3:9])[CH3:8])[CH:2]([CH3:4])[CH3:3].[ClH:14]. Product: [ClH:14].[CH2:1]([N:5]([CH2:10][C:11](=[O:13])[CH3:12])[CH2:6][CH:7]([CH3:8])[CH3:9])[CH:2]([CH3:4])[CH3:3]. The catalyst class is: 6. (7) Reactant: [OH-].[Na+].C1COCC1.[Cl:8][C:9]1[CH:14]=[C:13]([NH:15][CH2:16][C:17]2[CH:22]=[CH:21][C:20]([C:23]([F:26])([F:25])[F:24])=[CH:19][C:18]=2[C:27]2[CH:32]=[CH:31][C:30]([C:33]([O:35]C)=[O:34])=[CH:29][CH:28]=2)[CH:12]=[CH:11][C:10]=1[C:37]1[CH:42]=[CH:41][C:40]([Cl:43])=[CH:39][C:38]=1[CH3:44]. The catalyst class is: 5. Product: [Cl:8][C:9]1[CH:14]=[C:13]([NH:15][CH2:16][C:17]2[CH:22]=[CH:21][C:20]([C:23]([F:26])([F:25])[F:24])=[CH:19][C:18]=2[C:27]2[CH:28]=[CH:29][C:30]([C:33]([OH:35])=[O:34])=[CH:31][CH:32]=2)[CH:12]=[CH:11][C:10]=1[C:37]1[CH:42]=[CH:41][C:40]([Cl:43])=[CH:39][C:38]=1[CH3:44]. (8) Reactant: [CH:1]([O:4][C@@H:5]1[CH2:10][CH2:9][C@H:8]([N:11]2[CH2:15][CH2:14][C@H:13]([NH:16]C(=O)OCC3C=CC=CC=3)[C:12]2=[O:27])[C@H:7]([CH2:28][S:29]([CH:32]([CH3:34])[CH3:33])(=[O:31])=[O:30])[CH2:6]1)([CH3:3])[CH3:2].[H][H]. Product: [NH2:16][C@H:13]1[CH2:14][CH2:15][N:11]([C@H:8]2[CH2:9][CH2:10][C@@H:5]([O:4][CH:1]([CH3:3])[CH3:2])[CH2:6][C@H:7]2[CH2:28][S:29]([CH:32]([CH3:34])[CH3:33])(=[O:31])=[O:30])[C:12]1=[O:27]. The catalyst class is: 19.